Dataset: Catalyst prediction with 721,799 reactions and 888 catalyst types from USPTO. Task: Predict which catalyst facilitates the given reaction. Reactant: C(#N)C.[Cl:4][C:5]1[C:6]([N:11]2[CH:15]([C:16]([O:18][CH2:19][CH3:20])=[O:17])[CH2:14][C:13](=O)[NH:12]2)=[N:7][CH:8]=[CH:9][CH:10]=1.P(Br)(Br)([Br:24])=O.C(=O)([O-])[O-].[Na+].[Na+]. Product: [Br:24][C:13]1[CH2:14][CH:15]([C:16]([O:18][CH2:19][CH3:20])=[O:17])[N:11]([C:6]2[C:5]([Cl:4])=[CH:10][CH:9]=[CH:8][N:7]=2)[N:12]=1. The catalyst class is: 46.